This data is from Choline transporter screen with 302,306 compounds. The task is: Binary Classification. Given a drug SMILES string, predict its activity (active/inactive) in a high-throughput screening assay against a specified biological target. (1) The drug is O=C(N1CC(Nc2cc(c(cc2)C)C)CCC1)c1ncccc1. The result is 0 (inactive). (2) The molecule is Clc1ccc(C2(CCC2)c2oc(nn2)CCC(=O)N2CC(CCC2)C(=O)N)cc1. The result is 0 (inactive). (3) The result is 0 (inactive). The drug is S(=O)(=O)(N1CCCCC1)c1c(N2CCN(\N=C\c3ccc(OC)cc3)CC2)ccnc1.